This data is from Full USPTO retrosynthesis dataset with 1.9M reactions from patents (1976-2016). The task is: Predict the reactants needed to synthesize the given product. Given the product [CH3:12][O:11][C:9]([C@H:6]1[CH2:7][CH2:8][C@H:3]([C:2]2[C:17]([CH2:18][OH:19])=[C:16]([CH2:15][OH:20])[O:14][N:13]=2)[CH2:4][CH2:5]1)=[O:10], predict the reactants needed to synthesize it. The reactants are: Cl[C:2](=[N:13][OH:14])[C@H:3]1[CH2:8][CH2:7][C@H:6]([C:9]([O:11][CH3:12])=[O:10])[CH2:5][CH2:4]1.[CH2:15]([OH:20])[C:16]#[C:17][CH2:18][OH:19].C(N(CC)CC)C.